Dataset: Forward reaction prediction with 1.9M reactions from USPTO patents (1976-2016). Task: Predict the product of the given reaction. (1) Given the reactants Cl[C:2]1[N:7]=[C:6]([C:8]([O:10]C)=[O:9])[CH:5]=[CH:4][C:3]=1[O:12][CH2:13][C:14]([F:17])([CH3:16])[CH3:15].[CH3:18][O-:19].[Na+].O, predict the reaction product. The product is: [F:17][C:14]([CH3:16])([CH3:15])[CH2:13][O:12][C:3]1[CH:4]=[CH:5][C:6]([C:8]([OH:10])=[O:9])=[N:7][C:2]=1[O:19][CH3:18]. (2) Given the reactants [NH2:1][C:2]1[CH:3]=[C:4]2[C:8](=[CH:9][C:10]=1[N+:11]([O-:13])=[O:12])[N:7]([CH2:14][CH2:15][CH:16]([CH3:18])[CH3:17])[C:6](=[O:19])[C:5]2([CH3:21])[CH3:20].[CH3:22][O:23][C:24]1[CH:32]=[CH:31][C:27]([C:28](Cl)=[O:29])=[CH:26][CH:25]=1, predict the reaction product. The product is: [CH3:20][C:5]1([CH3:21])[C:4]2[C:8](=[CH:9][C:10]([N+:11]([O-:13])=[O:12])=[C:2]([NH:1][C:28](=[O:29])[C:27]3[CH:31]=[CH:32][C:24]([O:23][CH3:22])=[CH:25][CH:26]=3)[CH:3]=2)[N:7]([CH2:14][CH2:15][CH:16]([CH3:17])[CH3:18])[C:6]1=[O:19]. (3) Given the reactants Br[C:2]1[CH:7]=[CH:6][CH:5]=[C:4]([Cl:8])[C:3]=1[C:9]1[CH:14]=[CH:13][CH:12]=[C:11]([CH2:15][CH3:16])[CH:10]=1.[Li]C(C)(C)C.[CH3:22][N:23]([CH2:31][CH2:32][C:33](=[O:40])[CH2:34][CH2:35][CH2:36][CH2:37][O:38][CH3:39])[C:24](=[O:30])[O:25][C:26]([CH3:29])([CH3:28])[CH3:27], predict the reaction product. The product is: [Cl:8][C:4]1[C:3]([C:9]2[CH:14]=[CH:13][CH:12]=[C:11]([CH2:15][CH3:16])[CH:10]=2)=[C:2]([C:33]([OH:40])([CH2:34][CH2:35][CH2:36][CH2:37][O:38][CH3:39])[CH2:32][CH2:31][N:23]([CH3:22])[C:24](=[O:30])[O:25][C:26]([CH3:27])([CH3:28])[CH3:29])[CH:7]=[CH:6][CH:5]=1. (4) Given the reactants Br[CH2:2][CH2:3][CH2:4][S:5](=[O:38])([C:32]1[CH:37]=[CH:36][CH:35]=[CH:34][CH:33]=1)=[N:6][C:7](=[O:31])[C:8]1[CH:13]=[C:12]([C:14]#[C:15][C:16]2[CH:21]=[CH:20][CH:19]=[C:18]([NH:22][C:23]([C:25]3[O:26][CH:27]=[CH:28][C:29]=3[CH3:30])=[O:24])[CH:17]=2)[CH:11]=[N:10][CH:9]=1.[F:39][C:40]([F:48])([F:47])[CH:41]1[CH2:46][CH2:45][CH2:44][NH:43][CH2:42]1, predict the reaction product. The product is: [CH3:30][C:29]1[CH:28]=[CH:27][O:26][C:25]=1[C:23]([NH:22][C:18]1[CH:17]=[C:16]([C:15]#[C:14][C:12]2[CH:11]=[N:10][CH:9]=[C:8]([CH:13]=2)[C:7]([N:6]=[S:5](=[O:38])([C:32]2[CH:37]=[CH:36][CH:35]=[CH:34][CH:33]=2)[CH2:4][CH2:3][CH2:2][N:43]2[CH2:44][CH2:45][CH2:46][CH:41]([C:40]([F:48])([F:47])[F:39])[CH2:42]2)=[O:31])[CH:21]=[CH:20][CH:19]=1)=[O:24]. (5) Given the reactants [F:1][C:2]1[CH:10]=[C:9]2[C:5]([C:6]([CH2:11][CH2:12][NH2:13])=[CH:7][NH:8]2)=[CH:4][CH:3]=1.[CH:14]1([CH:17]=O)[CH2:16][CH2:15]1, predict the reaction product. The product is: [CH:14]1([CH2:17][NH:13][CH2:12][CH2:11][C:6]2[C:5]3[C:9](=[CH:10][C:2]([F:1])=[CH:3][CH:4]=3)[NH:8][CH:7]=2)[CH2:16][CH2:15]1. (6) Given the reactants Br[C:2]1[NH:3][CH:4]=[C:5]2[C:11](=[O:12])[CH2:10][CH2:9][CH2:8][CH2:7][C:6]=12.COC1C=CC=CC=1P(C1C=CC=CC=1OC)C1C=CC=CC=1OC.[O-]P([O-])([O-])=O.[K+].[K+].[K+].[F:46][C:47]1[CH:52]=[CH:51][CH:50]=[CH:49][C:48]=1OB(O)O, predict the reaction product. The product is: [F:46][C:47]1[CH:52]=[CH:51][CH:50]=[CH:49][C:48]=1[C:2]1[NH:3][CH:4]=[C:5]2[C:11](=[O:12])[CH2:10][CH2:9][CH2:8][CH2:7][C:6]=12. (7) Given the reactants [N+:1]([C:4]1[CH:12]=[C:11]2[C:7]([CH:8]=[CH:9][NH:10]2)=[CH:6][CH:5]=1)([O-])=O.I[CH:14]1[CH2:18][CH2:17][CH2:16][CH2:15]1, predict the reaction product. The product is: [CH:14]1([C:8]2[C:7]3[C:11](=[CH:12][C:4]([NH2:1])=[CH:5][CH:6]=3)[NH:10][CH:9]=2)[CH2:18][CH2:17][CH2:16][CH2:15]1.